Dataset: Forward reaction prediction with 1.9M reactions from USPTO patents (1976-2016). Task: Predict the product of the given reaction. (1) The product is: [NH2:30][C:28]1[CH:27]=[CH:26][C:3]([O:4][C:5]2[N:10]=[CH:9][N:8]=[C:7]([NH:11][C:12]([N:14]3[CH2:19][CH2:18][N:17]([CH2:20][CH2:21][N:22]4[CH2:25][CH2:24][CH2:23]4)[CH2:16][CH2:15]3)=[O:13])[CH:6]=2)=[C:2]([F:1])[CH:29]=1. Given the reactants [F:1][C:2]1[CH:29]=[C:28]([N+:30]([O-])=O)[CH:27]=[CH:26][C:3]=1[O:4][C:5]1[N:10]=[CH:9][N:8]=[C:7]([NH:11][C:12]([N:14]2[CH2:19][CH2:18][N:17]([CH2:20][CH2:21][N:22]3[CH2:25][CH2:24][CH2:23]3)[CH2:16][CH2:15]2)=[O:13])[CH:6]=1, predict the reaction product. (2) The product is: [Cl:61][C:58]1[CH:59]=[CH:60][C:55]([CH2:54][N:36]2[C:35](=[O:9])[C:34]([C:32](=[O:31])[NH:1][CH:2]3[CH2:7][CH2:6][O:5][CH2:4][CH2:3]3)=[CH:39][N:38]=[C:37]2[NH:41][C:42]2[CH:43]=[CH:44][C:45]3[O:49][C:48]([CH2:50][CH3:51])=[C:47]([CH3:52])[C:46]=3[CH:53]=2)=[CH:56][CH:57]=1. Given the reactants [NH2:1][CH:2]1[CH2:7][CH2:6][O:5][CH2:4][CH2:3]1.O.[OH:9]N1C2C=CC=CC=2N=N1.Cl.C(N=C=NCCCN(C)C)C.[OH:31][C:32]([C:34]1[C:39](=O)[NH:38][CH:37]([NH:41][C:42]2[CH:43]=[CH:44][C:45]3[O:49][C:48]([CH2:50][CH3:51])=[C:47]([CH3:52])[C:46]=3[CH:53]=2)[N:36]([CH2:54][C:55]2[CH:60]=[CH:59][C:58]([Cl:61])=[CH:57][CH:56]=2)[CH:35]=1)=O, predict the reaction product. (3) Given the reactants [OH:1][C:2]1[CH:3]=[C:4]([C:8]2[C:9]3[CH2:22][CH2:21][N:20]([C:23]4[CH:28]=[CH:27][N:26]=[CH:25][CH:24]=4)[C:10]=3[N:11]=[C:12]([N:14]3[CH2:19][CH2:18][O:17][CH2:16][CH2:15]3)[N:13]=2)[CH:5]=[CH:6][CH:7]=1.C(N(C(C)C)CC)(C)C.[CH2:38]([N:40]=[C:41]=[O:42])[CH3:39], predict the reaction product. The product is: [CH2:38]([NH:40][C:41]([O:1][C:2]1[CH:3]=[C:4]([C:8]2[C:9]3[CH2:22][CH2:21][N:20]([C:23]4[CH:24]=[CH:25][N:26]=[CH:27][CH:28]=4)[C:10]=3[N:11]=[C:12]([N:14]3[CH2:19][CH2:18][O:17][CH2:16][CH2:15]3)[N:13]=2)[CH:5]=[CH:6][CH:7]=1)=[O:42])[CH3:39].